Dataset: Full USPTO retrosynthesis dataset with 1.9M reactions from patents (1976-2016). Task: Predict the reactants needed to synthesize the given product. (1) Given the product [Cl:20][C:21]1[CH:26]=[CH:25][CH:24]=[CH:23][C:22]=1[CH2:27][CH2:28][C:29]([NH:1][C:2]1[CH:7]=[N:6][CH:5]=[C:4]([C:8]([C:10]2[C:18]3[CH:17]=[N:16][CH:15]=[N:14][C:13]=3[N:12]([CH3:19])[CH:11]=2)=[O:9])[CH:3]=1)=[O:30], predict the reactants needed to synthesize it. The reactants are: [NH2:1][C:2]1[CH:3]=[C:4]([C:8]([C:10]2[C:18]3[CH:17]=[N:16][CH:15]=[N:14][C:13]=3[N:12]([CH3:19])[CH:11]=2)=[O:9])[CH:5]=[N:6][CH:7]=1.[Cl:20][C:21]1[CH:26]=[CH:25][CH:24]=[CH:23][C:22]=1[CH2:27][CH2:28][C:29](O)=[O:30]. (2) Given the product [Br:1][C:2]1[C:9]2[O:10][CH:22]([CH2:21][OH:24])[CH2:23][C:8]=2[CH:7]=[C:4]([C:5]#[N:6])[CH:3]=1, predict the reactants needed to synthesize it. The reactants are: [Br:1][C:2]1[CH:3]=[C:4]([CH:7]=[CH:8][C:9]=1[OH:10])[C:5]#[N:6].C(=O)([O-])[O-].[K+].[K+].C(Br)C=C.[CH2:21]([O:24]CC=C)[CH:22]=[CH2:23].C(C1C=C(C=C(Br)C=1O)C#N)C=C.ClC1C=C(C=CC=1)C(OO)=O. (3) Given the product [C:10]([O:6][CH2:1][CH2:2][CH2:3][C:4]#[CH:5])(=[O:11])[C:12]1[CH:17]=[CH:16][CH:15]=[CH:14][CH:13]=1, predict the reactants needed to synthesize it. The reactants are: [C:1]([OH:6])#[C:2][CH2:3][CH2:4][CH3:5].C(Cl)Cl.[C:10](Cl)([C:12]1[CH:17]=[CH:16][CH:15]=[CH:14][CH:13]=1)=[O:11].